From a dataset of Full USPTO retrosynthesis dataset with 1.9M reactions from patents (1976-2016). Predict the reactants needed to synthesize the given product. (1) Given the product [O:28]=[C:27]([NH:10][NH:9][C:7]([C:6]1[CH:11]=[CH:12][CH:13]=[C:4]([C:3]([F:14])([F:15])[F:2])[CH:5]=1)=[O:8])[CH2:26][C:23]1[CH:24]=[CH:25][C:20]([C:18]([O:17][CH3:16])=[O:19])=[CH:21][CH:22]=1, predict the reactants needed to synthesize it. The reactants are: Cl.[F:2][C:3]([F:15])([F:14])[C:4]1[CH:5]=[C:6]([CH:11]=[CH:12][CH:13]=1)[C:7]([NH:9][NH2:10])=[O:8].[CH3:16][O:17][C:18]([C:20]1[CH:25]=[CH:24][C:23]([CH2:26][C:27](O)=[O:28])=[CH:22][CH:21]=1)=[O:19].CN(C)CCCN=C=NCC.ON1C2C=CC=CC=2N=N1. (2) Given the product [Br:29][CH2:16][C:13]1[CH:12]=[CH:11][C:10]([C:8]2[O:9][C:5]3[C:4]([C:18]([O:20][CH3:21])=[O:19])=[CH:3][C:2]([F:1])=[CH:17][C:6]=3[N:7]=2)=[CH:15][CH:14]=1, predict the reactants needed to synthesize it. The reactants are: [F:1][C:2]1[CH:3]=[C:4]([C:18]([O:20][CH3:21])=[O:19])[C:5]2[O:9][C:8]([C:10]3[CH:15]=[CH:14][C:13]([CH3:16])=[CH:12][CH:11]=3)=[N:7][C:6]=2[CH:17]=1.C1C(=O)N([Br:29])C(=O)C1.